Predict the product of the given reaction. From a dataset of Forward reaction prediction with 1.9M reactions from USPTO patents (1976-2016). (1) The product is: [C:13]([NH2:9])(=[O:1])[C:14]1[CH:19]=[CH:18][CH:17]=[CH:16][CH:15]=1. Given the reactants [OH:1]O.C(N1[C@H](C)C[N:9]([C@H:13](C2C=C(C=CC=2)C#N)[C:14]2[CH:19]=[CH:18][CH:17]=[C:16](O)[CH:15]=2)[C@@H](C)C1)C=C.[OH-].[Na+].Cl, predict the reaction product. (2) The product is: [F:7][C:8]([F:20])([F:21])[CH2:9][C:10]([CH2:15][C:16]([F:17])([F:18])[F:19])([CH2:11][NH2:12])[CH2:13][NH2:14]. Given the reactants [H-].[H-].[H-].[H-].[Li+].[Al+3].[F:7][C:8]([F:21])([F:20])[CH2:9][C:10]([CH2:15][C:16]([F:19])([F:18])[F:17])([C:13]#[N:14])[C:11]#[N:12], predict the reaction product. (3) The product is: [Si:27]([O:26][CH2:25][C@@H:24]([N:6]1[C@H:7]([C:17]2[CH:18]=[CH:19][C:20]([Cl:23])=[CH:21][CH:22]=2)[C@@H:8]([C:10]2[CH:15]=[CH:14][CH:13]=[C:12]([Cl:16])[CH:11]=2)[CH2:9][C@@:4]([CH2:73][C:71]([OH:70])=[O:72])([CH3:1])[C:5]1=[O:47])[CH:44]1[CH2:45][CH2:46]1)([C:40]([CH3:42])([CH3:43])[CH3:41])([C:28]1[CH:33]=[CH:32][CH:31]=[CH:30][CH:29]=1)[C:34]1[CH:39]=[CH:38][CH:37]=[CH:36][CH:35]=1. Given the reactants [CH2:1]([C@@:4]1(C)[CH2:9][C@H:8]([C:10]2[CH:15]=[CH:14][CH:13]=[C:12]([Cl:16])[CH:11]=2)[C@@H:7]([C:17]2[CH:22]=[CH:21][C:20]([Cl:23])=[CH:19][CH:18]=2)[N:6]([C@@H:24]([CH:44]2[CH2:46][CH2:45]2)[CH2:25][O:26][Si:27]([C:40]([CH3:43])([CH3:42])[CH3:41])([C:34]2[CH:39]=[CH:38][CH:37]=[CH:36][CH:35]=2)[C:28]2[CH:33]=[CH:32][CH:31]=[CH:30][CH:29]=2)[C:5]1=[O:47])C=C.I([O-])(=O)(=O)=O.[Na+].C(O)(=O)CC(CC(O)=O)(C(O)=O)O.CC[O:70][C:71]([CH3:73])=[O:72], predict the reaction product. (4) Given the reactants [CH2:1]([O:8][C:9]([O:11]N1C(=O)CCC1=O)=O)[C:2]1[CH:7]=[CH:6][CH:5]=[CH:4][CH:3]=1.[CH3:19][NH:20][CH2:21][C:22]1[C:30]2[C:25](=[CH:26][CH:27]=[CH:28][CH:29]=2)[NH:24][CH:23]=1.C(N(CC)CC)C, predict the reaction product. The product is: [CH2:1]([O:8][C:9]([N:20]([CH2:21][C:22]1[C:30]2[C:25](=[CH:26][CH:27]=[CH:28][CH:29]=2)[NH:24][CH:23]=1)[CH3:19])=[O:11])[C:2]1[CH:3]=[CH:4][CH:5]=[CH:6][CH:7]=1. (5) Given the reactants CN(C(ON1N=N[C:11]2[CH:12]=[CH:13][CH:14]=[N:15][C:10]1=2)=[N+](C)C)C.F[P-](F)(F)(F)(F)F.[OH:25][C:26]([C:29]1[O:33][N:32]=[C:31]([C:34]2[S:35][CH:36]=[C:37]([C:39]([O:41]C(C)(C)C)=O)[N:38]=2)[N:30]=1)([CH3:28])[CH3:27].Cl.C[C@H]1CCCN1.CCN(C(C)C)C(C)C.Cl, predict the reaction product. The product is: [OH:25][C:26]([C:29]1[O:33][N:32]=[C:31]([C:34]2[S:35][CH:36]=[C:37]([C:39]([N:15]3[CH2:14][CH2:13][CH2:12][C@@H:10]3[CH3:11])=[O:41])[N:38]=2)[N:30]=1)([CH3:27])[CH3:28]. (6) Given the reactants [CH2:1]([CH2:6][NH2:7])[CH2:2][C:3](O)=[O:4].[P:8]([OH:11])([OH:10])[OH:9].[P:12](=O)([OH:15])([OH:14])[OH:13].P(Cl)(Cl)(Cl)=O, predict the reaction product. The product is: [CH2:1]([CH2:6][NH2:7])[CH2:2][C:3]([P:12]([OH:15])([OH:14])=[O:13])([P:8]([OH:11])([OH:10])=[O:9])[OH:4]. (7) Given the reactants [Cl:1][C:2]1[CH:3]=[CH:4][C:5]([O:11][C:12]([CH3:30])([C:14]2[N:18]([CH3:19])[C:17]([C:20]3[CH:25]=[CH:24][CH:23]=[CH:22][C:21]=3[C:26]([F:29])([F:28])[F:27])=[N:16][N:15]=2)[CH3:13])=[C:6]([CH:10]=1)[C:7](O)=[O:8].C1C=CC2N(O)[N:38]=[N:37]C=2C=1.O.NN, predict the reaction product. The product is: [Cl:1][C:2]1[CH:3]=[CH:4][C:5]([O:11][C:12]([CH3:13])([C:14]2[N:18]([CH3:19])[C:17]([C:20]3[CH:25]=[CH:24][CH:23]=[CH:22][C:21]=3[C:26]([F:29])([F:27])[F:28])=[N:16][N:15]=2)[CH3:30])=[C:6]([CH:10]=1)[C:7]([NH:37][NH2:38])=[O:8].